The task is: Predict the reactants needed to synthesize the given product.. This data is from Full USPTO retrosynthesis dataset with 1.9M reactions from patents (1976-2016). (1) Given the product [NH2:2][C:5]1[CH:6]=[CH:7][C:8]([N:11]2[C:19](=[O:20])[C:18]3[C:13](=[CH:14][CH:15]=[CH:16][CH:17]=3)[C:12]2=[O:21])=[N:9][CH:10]=1, predict the reactants needed to synthesize it. The reactants are: Cl.[N+:2]([C:5]1[CH:6]=[CH:7][C:8]([N:11]2[C:19](=[O:20])[C:18]3[C:13](=[CH:14][CH:15]=[CH:16][CH:17]=3)[C:12]2=[O:21])=[N:9][CH:10]=1)([O-])=O.O.O.[Sn](Cl)Cl. (2) Given the product [N:1]1([CH:6]2[CH2:11][CH2:10][CH2:9][CH:8]([NH:12][C:20]3[CH:19]=[CH:18][C:15]([C:16]#[N:17])=[C:14]([Cl:13])[CH:21]=3)[CH2:7]2)[CH:5]=[CH:4][N:3]=[CH:2]1, predict the reactants needed to synthesize it. The reactants are: [N:1]1([CH:6]2[CH2:11][CH2:10][CH2:9][CH:8]([NH2:12])[CH2:7]2)[CH:5]=[CH:4][N:3]=[CH:2]1.[Cl:13][C:14]1[CH:21]=[C:20](F)[CH:19]=[CH:18][C:15]=1[C:16]#[N:17].CCN(C(C)C)C(C)C. (3) Given the product [F:35][C:32]1[CH:31]=[CH:30][C:29]([N:14]2[C:15](=[O:28])[C@H:16]([CH2:17][CH2:18][C@@H:19]([C:21]3[CH:26]=[CH:25][C:24]([F:27])=[CH:23][CH:22]=3)[OH:20])[C@H:13]2[C:10]2[CH:11]=[CH:12][C:7]([C:45]3[CH:44]=[CH:43][CH:42]=[C:41]([C:38]([OH:40])=[O:39])[CH:46]=3)=[CH:8][CH:9]=2)=[CH:34][CH:33]=1, predict the reactants needed to synthesize it. The reactants are: FC(F)(F)S(O[C:7]1[CH:12]=[CH:11][C:10]([C@@H:13]2[C@@H:16]([CH2:17][CH2:18][C@@H:19]([C:21]3[CH:26]=[CH:25][C:24]([F:27])=[CH:23][CH:22]=3)[OH:20])[C:15](=[O:28])[N:14]2[C:29]2[CH:34]=[CH:33][C:32]([F:35])=[CH:31][CH:30]=2)=[CH:9][CH:8]=1)(=O)=O.[C:38]([C:41]1[CH:42]=[C:43](B(O)O)[CH:44]=[CH:45][CH:46]=1)([OH:40])=[O:39].C(=O)([O-])[O-].[K+].[K+].S(=O)(=O)(O)[O-].[Na+]. (4) Given the product [O:35]=[C:30]1[C:29](=[O:36])[C:28]2[C:32](=[CH:33][CH:34]=[C:26]([C:12]#[C:11][C:9]3[CH:8]=[N:7][CH:6]=[C:5]([CH:10]=3)[C:4]([N:3]=[S@@:2]([CH3:1])(=[O:24])[C:18]3[CH:23]=[CH:22][CH:21]=[CH:20][CH:19]=3)=[O:17])[CH:27]=2)[NH:31]1, predict the reactants needed to synthesize it. The reactants are: [CH3:1][S@:2](=[O:24])([C:18]1[CH:23]=[CH:22][CH:21]=[CH:20][CH:19]=1)=[N:3][C:4](=[O:17])[C:5]1[CH:10]=[C:9]([C:11]#[C:12][Si](C)(C)C)[CH:8]=[N:7][CH:6]=1.Br[C:26]1[CH:27]=[C:28]2[C:32](=[CH:33][CH:34]=1)[NH:31][C:30](=[O:35])[C:29]2=[O:36]. (5) Given the product [CH2:22]([N:3]1[C:2](=[O:1])[CH2:7][O:6][C:5]2[N:8]=[CH:9][C:10]([C:12]([O:14][CH3:15])=[O:13])=[CH:11][C:4]1=2)[C:23]1[CH:28]=[CH:27][CH:26]=[CH:25][CH:24]=1, predict the reactants needed to synthesize it. The reactants are: [O:1]=[C:2]1[CH2:7][O:6][C:5]2[N:8]=[CH:9][C:10]([C:12]([O:14][CH3:15])=[O:13])=[CH:11][C:4]=2[NH:3]1.C(=O)([O-])[O-].[K+].[K+].[CH2:22](Br)[C:23]1[CH:28]=[CH:27][CH:26]=[CH:25][CH:24]=1. (6) Given the product [Cl:10][C:5]1[CH:4]=[C:3]2[C:2](=[CH:7][C:6]=1[O:8][CH3:9])[NH:1][C:13]([CH3:15])=[CH:12][C:11]2=[O:16], predict the reactants needed to synthesize it. The reactants are: [NH2:1][C:2]1[CH:3]=[CH:4][C:5]([Cl:10])=[C:6]([O:8][CH3:9])[CH:7]=1.[C:11](OCC)(=[O:16])[CH2:12][C:13]([CH3:15])=O.